This data is from Full USPTO retrosynthesis dataset with 1.9M reactions from patents (1976-2016). The task is: Predict the reactants needed to synthesize the given product. Given the product [NH4+:33].[OH-:3].[NH2:33][CH2:32][C@@H:18]1[C@@H:17]([C@@:7]2([CH3:16])[CH2:8][CH2:9][C@H:10]([OH:12])[CH2:11][C@@H:6]2[CH2:5][OH:4])[CH2:25][CH2:24][C@@:23]2([CH3:26])[C@H:19]1[CH2:20][C@H:21]([OH:28])[C:22]2=[CH2:27], predict the reactants needed to synthesize it. The reactants are: C([O:4][CH2:5][C@H:6]1[CH2:11][C@@H:10]([O:12]C(=O)C)[CH2:9][CH2:8][C@@:7]1([C@H:17]1[CH2:25][CH2:24][C@@:23]2([CH3:26])[C@@H:19]([CH2:20][C@H:21]([O:28]C(=O)C)[C:22]2=[CH2:27])[C@@H:18]1[CH2:32][NH2:33])[CH3:16])(=[O:3])C.C[O-].[Na+].